Dataset: Forward reaction prediction with 1.9M reactions from USPTO patents (1976-2016). Task: Predict the product of the given reaction. (1) Given the reactants [CH:1]1(Br)[CH2:4][CH2:3][CH2:2]1.[Mg].[F:7][C:8]1[CH:15]=[CH:14][CH:13]=[CH:12][C:9]=1[C:10]#[N:11].[BH4-].[Na+], predict the reaction product. The product is: [CH:1]1([CH:10]([NH2:11])[C:9]2[CH:12]=[CH:13][CH:14]=[CH:15][C:8]=2[F:7])[CH2:4][CH2:3][CH2:2]1. (2) Given the reactants CC1(C)[O:6][C@@H:5]([CH2:7][O:8][C:9]2[N:14]=[C:13]([NH:15][C:16]([C:18]3[N:22]4[N:23]=[C:24]([C:29]5[CH:34]=[CH:33][CH:32]=[CH:31][C:30]=5[C:35]([F:38])([F:37])[F:36])[C:25]([CH3:28])=[C:26]([CH3:27])[C:21]4=[N:20][CH:19]=3)=[O:17])[CH:12]=[CH:11][CH:10]=2)[CH2:4][O:3]1.Cl.O.C([O-])(O)=O.[Na+], predict the reaction product. The product is: [OH:6][C@H:5]([CH2:4][OH:3])[CH2:7][O:8][C:9]1[N:14]=[C:13]([NH:15][C:16]([C:18]2[N:22]3[N:23]=[C:24]([C:29]4[CH:34]=[CH:33][CH:32]=[CH:31][C:30]=4[C:35]([F:36])([F:38])[F:37])[C:25]([CH3:28])=[C:26]([CH3:27])[C:21]3=[N:20][CH:19]=2)=[O:17])[CH:12]=[CH:11][CH:10]=1.